Dataset: Catalyst prediction with 721,799 reactions and 888 catalyst types from USPTO. Task: Predict which catalyst facilitates the given reaction. Reactant: [Si]([O:8][CH2:9][CH2:10][C:11]1[N:12]([CH3:44])[C:13]2[C:18]([CH:19]=1)=[CH:17][C:16]([C:20]1[N:25]([CH2:26][C:27]3[CH:32]=[CH:31][C:30]([O:33][CH3:34])=[CH:29][C:28]=3[O:35][CH3:36])[C:24](=[O:37])[C:23]([C:38]([O:40][CH3:41])=[O:39])=[CH:22][C:21]=1[CH2:42][CH3:43])=[CH:15][CH:14]=2)(C(C)(C)C)(C)C.CCCC[N+](CCCC)(CCCC)CCCC.[F-]. Product: [CH3:36][O:35][C:28]1[CH:29]=[C:30]([O:33][CH3:34])[CH:31]=[CH:32][C:27]=1[CH2:26][N:25]1[C:20]([C:16]2[CH:17]=[C:18]3[C:13](=[CH:14][CH:15]=2)[N:12]([CH3:44])[C:11]([CH2:10][CH2:9][OH:8])=[CH:19]3)=[C:21]([CH2:42][CH3:43])[CH:22]=[C:23]([C:38]([O:40][CH3:41])=[O:39])[C:24]1=[O:37]. The catalyst class is: 1.